Predict the reaction yield, written as a fraction of the theoretical maximum amount of product (1.0 means a 100% yield; for example, 0.34 means a 34% yield). From a dataset of Reaction yield outcomes from USPTO patents with 853,638 reactions. The reactants are Cl.[NH2:2][CH2:3][C:4]1[CH:5]=[CH:6][C:7]([CH:14]([F:16])[F:15])=[C:8]([CH:13]=1)[C:9]([O:11]C)=[O:10].C(N(CC)CC)C.[C:24](Cl)(=[O:28])[CH:25]([CH3:27])[CH3:26].[OH-].[Na+]. The catalyst is ClCCl. The product is [F:15][CH:14]([F:16])[C:7]1[CH:6]=[CH:5][C:4]([CH2:3][NH:2][C:24](=[O:28])[CH:25]([CH3:27])[CH3:26])=[CH:13][C:8]=1[C:9]([OH:11])=[O:10]. The yield is 0.940.